This data is from Reaction yield outcomes from USPTO patents with 853,638 reactions. The task is: Predict the reaction yield, written as a fraction of the theoretical maximum amount of product (1.0 means a 100% yield; for example, 0.34 means a 34% yield). The reactants are [CH3:1][O:2][C:3]1[CH:11]=[C:7]([C:8]([OH:10])=O)[C:6]([OH:12])=[CH:5][CH:4]=1.[Cl:13][C:14]1[CH:15]=[C:16]([CH:18]=[C:19]([Cl:21])[CH:20]=1)[NH2:17]. No catalyst specified. The product is [Cl:13][C:14]1[CH:15]=[C:16]([NH:17][C:8](=[O:10])[C:7]2[CH:11]=[C:3]([O:2][CH3:1])[CH:4]=[CH:5][C:6]=2[OH:12])[CH:18]=[C:19]([Cl:21])[CH:20]=1. The yield is 0.298.